Dataset: Forward reaction prediction with 1.9M reactions from USPTO patents (1976-2016). Task: Predict the product of the given reaction. (1) Given the reactants [Cl:1][C:2]1[CH:3]=[C:4]([CH:10]=[CH:11][CH:12]=1)[O:5][CH2:6][C:7](O)=O.[C:13]1([NH:19][C:20](=[S:23])[NH:21][NH2:22])[CH:18]=[CH:17][CH:16]=[CH:15][CH:14]=1, predict the reaction product. The product is: [Cl:1][C:2]1[CH:3]=[C:4]([CH:10]=[CH:11][CH:12]=1)[O:5][CH2:6][C:7]1[N:19]([C:13]2[CH:14]=[CH:15][CH:16]=[CH:17][CH:18]=2)[C:20](=[S:23])[NH:21][N:22]=1. (2) Given the reactants Cl[C:2]1[CH:7]=[CH:6][C:5]([Cl:8])=[CH:4][C:3]=1[N+:9]([O-:11])=[O:10].[C:12]1([SH:18])[CH:17]=[CH:16][CH:15]=[CH:14][CH:13]=1.[OH-].[Na+], predict the reaction product. The product is: [Cl:8][C:5]1[CH:6]=[CH:7][C:2]([S:18][C:12]2[CH:17]=[CH:16][CH:15]=[CH:14][CH:13]=2)=[C:3]([N+:9]([O-:11])=[O:10])[CH:4]=1. (3) Given the reactants Cl[C:2]1[N:3]=[C:4]([N:24]2[CH2:29][CH2:28][O:27][CH2:26][CH2:25]2)[C:5]2[S:10][C:9]([CH2:11][N:12]3[CH2:17][CH2:16][N:15]([S:18]([CH:21]4[CH2:23][CH2:22]4)(=[O:20])=[O:19])[CH2:14][CH2:13]3)=[CH:8][C:6]=2[N:7]=1.[NH2:30][C:31]1[CH:36]=[CH:35][C:34](B2OC(C)(C)C(C)(C)O2)=[CH:33][N:32]=1, predict the reaction product. The product is: [O:27]1[CH2:28][CH2:29][N:24]([C:4]2[C:5]3[S:10][C:9]([CH2:11][N:12]4[CH2:17][CH2:16][N:15]([S:18]([CH:21]5[CH2:22][CH2:23]5)(=[O:20])=[O:19])[CH2:14][CH2:13]4)=[CH:8][C:6]=3[N:7]=[C:2]([C:34]3[CH:35]=[CH:36][C:31]([NH2:30])=[N:32][CH:33]=3)[N:3]=2)[CH2:25][CH2:26]1. (4) Given the reactants [C:1]1([CH3:11])[CH:6]=[CH:5][C:4]([S:7](Cl)(=[O:9])=[O:8])=[CH:3][CH:2]=1.[F:12][C:13]([F:17])([F:16])[CH2:14][OH:15].C(N(CC)CC)C, predict the reaction product. The product is: [F:12][C:13]([F:17])([F:16])[CH2:14][O:15][S:7]([C:4]1[CH:5]=[CH:6][C:1]([CH3:11])=[CH:2][CH:3]=1)(=[O:9])=[O:8]. (5) Given the reactants [Cl:1][C:2]1[N:7]=[C:6]([C:8]([O:10][CH3:11])=[O:9])[CH:5]=[CH:4][C:3]=1[CH:12]=[O:13].N1C=CN=C1.[C:19]1(=[O:24])[CH2:23][CH2:22][CH:21]=[CH:20]1, predict the reaction product. The product is: [Cl:1][C:2]1[N:7]=[C:6]([C:8]([O:10][CH3:11])=[O:9])[CH:5]=[CH:4][C:3]=1[CH:12]([OH:13])[C:20]1[C:19](=[O:24])[CH2:23][CH2:22][CH:21]=1. (6) The product is: [Cl:26][C:21]1[CH:20]=[C:19]([CH:24]=[CH:23][C:22]=1[Cl:25])[CH2:18][O:15][C:13]1[C:12]([F:16])=[CH:11][C:3]([C:4]([NH:6][S:7]([CH3:10])(=[O:8])=[O:9])=[O:5])=[C:2]([F:1])[CH:14]=1. Given the reactants [F:1][C:2]1[CH:14]=[C:13]([OH:15])[C:12]([F:16])=[CH:11][C:3]=1[C:4]([NH:6][S:7]([CH3:10])(=[O:9])=[O:8])=[O:5].Br[CH2:18][C:19]1[CH:24]=[CH:23][C:22]([Cl:25])=[C:21]([Cl:26])[CH:20]=1.C(=O)([O-])[O-].[K+].[K+], predict the reaction product. (7) Given the reactants Br[C:2]1[CH:3]=[N:4][CH:5]=[C:6]2[C:11]=1[N:10]=[C:9]([C:12]([NH:14][CH2:15][C:16]([F:19])([F:18])[F:17])=[O:13])[CH:8]=[CH:7]2.[F:20][C:21]1[CH:26]=[CH:25][C:24](B(O)O)=[CH:23][CH:22]=1.C(=O)([O-])[O-].[Cs+].[Cs+], predict the reaction product. The product is: [F:20][C:21]1[CH:26]=[CH:25][C:24]([C:2]2[CH:3]=[N:4][CH:5]=[C:6]3[C:11]=2[N:10]=[C:9]([C:12]([NH:14][CH2:15][C:16]([F:19])([F:18])[F:17])=[O:13])[CH:8]=[CH:7]3)=[CH:23][CH:22]=1.